This data is from Experimentally validated miRNA-target interactions with 360,000+ pairs, plus equal number of negative samples. The task is: Binary Classification. Given a miRNA mature sequence and a target amino acid sequence, predict their likelihood of interaction. (1) The miRNA is cel-miR-4933 with sequence UGGCAGUGACCUAUUCUGGCCA. The protein sequence of the target gene is MLSGVWFLSVLTVAGILQTESRKTAKDICKIRCLCEEKENVLNINCENKGFTTVSLLQPPQYRIYQLFLNGNLLTRLYPNEFVNYSNAVTLHLGNNGLQEIRPGAFSGLKTLKRLHLNNNKLEVLREDTFLGLESLEYLQADYNYISTIEAGAFSKLNKLKVLILNDNLLLSLPSNVFRFVLLTHLDLRGNRLKVMPFAGVLEHIGGIMEIQLEENPWNCTCDLLPLKAWLDTITVFVGEIVCETPFRLHGKDVTQLTRQDLCPRKSASGDSSQRSSHSDTHVQRLTPTTNPALNPTRAP.... Result: 0 (no interaction). (2) The miRNA is mmu-miR-3969 with sequence CCCUAAAGUAGAAAUCACUA. The protein sequence of the target gene is MIIQRVVLNSRPGKNGNPVAENFRVEEFSLPDALNEGQVQVRTLYLSVDPYMRCKMNEDTGTDYLAPWQLAQVADGGGIGVVEESKHQKLTKGDFVTSFYWPWQTKAILDGNGLEKVDPQLVDGHLSYFLGAIGMPGLTSLIGVQEKGHISAGSNQTMVVSGAAGACGSLAGQIGHLLGCSRVVGICGTQEKCLFLTSELGFDAAVNYKTGNVAEQLREACPGGVDVYFDNVGGDISNAVISQMNENSHIILCGQISQYSNDVPYPPPLPPAVEAIRKERNITRERFTVLNYKDKFEPGI.... Result: 1 (interaction).